From a dataset of Reaction yield outcomes from USPTO patents with 853,638 reactions. Predict the reaction yield, written as a fraction of the theoretical maximum amount of product (1.0 means a 100% yield; for example, 0.34 means a 34% yield). (1) The reactants are C[O:2][C:3]([C:5]1[N:13]=[C:12]([C:14]2[CH:19]=[CH:18][C:17]([Cl:20])=[C:16]([O:21][CH3:22])[C:15]=2[F:23])[N:11]=[C:10]2[C:6]=1[N:7](C)[CH:8]=[N:9]2)=[O:4].Cl.C(OCC)(=O)C. The catalyst is [OH-].[Na+]. The product is [NH2:9][C:10]1[N:11]=[C:12]([C:14]2[CH:19]=[CH:18][C:17]([Cl:20])=[C:16]([O:21][CH3:22])[C:15]=2[F:23])[N:13]=[C:5]([C:3]([OH:4])=[O:2])[C:6]=1[NH:7][CH3:8]. The yield is 0.530. (2) The reactants are Cl[C:2]1[N:7]=[C:6]([NH:8][C:9]2[NH:10][N:11]=[C:12]([CH:14]3[CH2:18][CH2:17][CH2:16][CH2:15]3)[CH:13]=2)[CH:5]=[CH:4][N:3]=1.[O:19]1[CH2:23][CH2:22][CH2:21][CH:20]1[C:24]1[CH:28]=[C:27]([CH2:29]N)[O:26][N:25]=1.[CH:31]([N:34](C(C)C)CC)(C)C. The catalyst is COCCO. The product is [CH:14]1([C:12]2[CH:13]=[C:9]([NH:8][C:6]3[CH:5]=[CH:4][N:3]=[C:2]([NH:34][CH2:31][CH2:29][C:27]4[O:26][N:25]=[C:24]([CH:20]5[CH2:21][CH2:22][CH2:23][O:19]5)[CH:28]=4)[N:7]=3)[NH:10][N:11]=2)[CH2:18][CH2:17][CH2:16][CH2:15]1. The yield is 0.230. (3) The reactants are [Cl:1][C:2]1[C:7]([O:8][CH3:9])=[CH:6][C:5]([O:10][CH3:11])=[C:4]([Cl:12])[C:3]=1[C:13]#[C:14][C:15]1[CH:16]=[N:17][C:18]([NH:21][C:22]2[C:27]([N+:28]([O-])=O)=[CH:26][CH:25]=[CH:24][C:23]=2[CH3:31])=[N:19][CH:20]=1.[Cl-].[NH4+]. The catalyst is C(O)C.O.[Fe]. The product is [Cl:12][C:4]1[C:5]([O:10][CH3:11])=[CH:6][C:7]([O:8][CH3:9])=[C:2]([Cl:1])[C:3]=1[C:13]#[C:14][C:15]1[CH:20]=[N:19][C:18]([NH:21][C:22]2[C:27]([NH2:28])=[CH:26][CH:25]=[CH:24][C:23]=2[CH3:31])=[N:17][CH:16]=1. The yield is 0.350. (4) The reactants are [Cl:1][C:2]1[CH:7]=[C:6]([OH:8])[CH:5]=[CH:4][C:3]=1[N:9]1[CH2:14][CH2:13][N:12]([C:15]([O:17][C:18]([CH3:21])([CH3:20])[CH3:19])=[O:16])[CH2:11][CH2:10]1.[H-].[Na+].Cl[C:25]1[N:26]([CH2:33][C@:34]2([CH3:37])[CH2:36][O:35]2)[CH:27]=[C:28]([N+:30]([O-:32])=[O:31])[N:29]=1. The catalyst is CN(C=O)C. The product is [Cl:1][C:2]1[CH:7]=[C:6]([O:8][CH2:36][C@:34]2([CH3:37])[O:35][C:25]3=[N:29][C:28]([N+:30]([O-:32])=[O:31])=[CH:27][N:26]3[CH2:33]2)[CH:5]=[CH:4][C:3]=1[N:9]1[CH2:14][CH2:13][N:12]([C:15]([O:17][C:18]([CH3:21])([CH3:20])[CH3:19])=[O:16])[CH2:11][CH2:10]1. The yield is 0.550. (5) The reactants are [SH:1][C:2]1[CH:10]=[C:9]([O:11][CH3:12])[CH:8]=[CH:7][C:3]=1[C:4]([OH:6])=O.[C:13]([C:15]1[N:20]=[C:19]([CH2:21][CH2:22][C:23]([O:25][C:26]([CH3:29])([CH3:28])[CH3:27])=[O:24])[CH:18]=[CH:17][CH:16]=1)#[N:14]. The catalyst is N1C=CC=CC=1. The product is [CH3:12][O:11][C:9]1[CH:8]=[CH:7][C:3]2[C:4](=[O:6])[N:14]=[C:13]([C:15]3[N:20]=[C:19]([CH2:21][CH2:22][C:23]([O:25][C:26]([CH3:29])([CH3:28])[CH3:27])=[O:24])[CH:18]=[CH:17][CH:16]=3)[S:1][C:2]=2[CH:10]=1. The yield is 0.460. (6) The reactants are Cl[C:2]1[C:7]([F:8])=[C:6]([Cl:9])[N:5]=[C:4]([C:10]2[CH:14]=[C:13]([C:15]3[CH:19]=[CH:18][O:17][N:16]=3)[N:12]([CH2:20][C:21]3[CH:26]=[CH:25][CH:24]=[CH:23][C:22]=3[F:27])[N:11]=2)[N:3]=1.[CH3:28][O-:29].[Na+].Cl. The catalyst is CO. The product is [Cl:9][C:6]1[C:7]([F:8])=[C:2]([O:29][CH3:28])[N:3]=[C:4]([C:10]2[CH:14]=[C:13]([C:15]3[CH:19]=[CH:18][O:17][N:16]=3)[N:12]([CH2:20][C:21]3[CH:26]=[CH:25][CH:24]=[CH:23][C:22]=3[F:27])[N:11]=2)[N:5]=1. The yield is 0.850. (7) The yield is 0.760. The reactants are Cl[C:2]([O:4][CH2:5][C:6]1[CH:11]=[CH:10][CH:9]=[CH:8][CH:7]=1)=[O:3].Cl.[NH:13]1[CH2:18][CH2:17][CH:16]([OH:19])[CH2:15][CH2:14]1.[OH-].[Na+].Cl. The catalyst is O.O1CCOCC1. The product is [OH:19][CH:16]1[CH2:17][CH2:18][N:13]([C:2]([O:4][CH2:5][C:6]2[CH:11]=[CH:10][CH:9]=[CH:8][CH:7]=2)=[O:3])[CH2:14][CH2:15]1.